The task is: Regression. Given a target protein amino acid sequence and a drug SMILES string, predict the binding affinity score between them. We predict pKi (pKi = -log10(Ki in M); higher means stronger inhibition). Dataset: bindingdb_ki.. This data is from Drug-target binding data from BindingDB using Ki measurements. (1) The drug is Cc1c(O)cccc1C(=O)N[C@@H](CSc1ccccc1)[C@H](O)CN1C[C@H]2CCCC[C@H]2C[C@H]1C(=O)NC(C)(C)C. The target protein sequence is PQVTLWQRPLVTIKIGGQLREALLDTGADDTIFEEISLPGRWKPKIIGGIGGFVKVRQYDQIPIEICGHKVIGTVLVGPTPANVIGRNLMTQIGCTLNF. The pKi is 6.2. (2) The drug is NCCc1cnc[nH]1. The target protein (Q63089) has sequence MPTVDDVLEQVGEFGWFQKQAFLLLCLISASLAPIYVGIVFLGFTPGHYCQNPGVAELSQRCGWSQAEELNYTVPGLGPSDEASFLSQCMRYEVDWNQSTLDCVDPLSSLVANRSQLPLGPCEHGWVYDTPGSSIVTEFNLVCGDAWKVDLFQSCVNLGFFLGSLVVGYIADRFGRKLCLLVTTLVTSVSGVLTAVAPDYTSMLLFRLLQGMVSKGSWVSGYTLITEFVGSGYRRTTAILYQMAFTVGLVGLAGVAYAIPDWRWLQLAVSLPTFLFLLYYWFVPESPRWLLSQKRTTRAVRIMEQIAQKNGKVPPADLKMLCLEEDASEKRSPSFADLFRTPNLRKHTVILMYLWFSCAVLYQGLIMHVGATGANLYLDFFYSSLVEFPAAFIILVTIDRIGRIYPIAASNLVTGAACLLMIFIPHELHWLNVTLACLGRMGATIVLQMVCLVNAELYPTFIRNLGMMVCSALCDLGGIFTPFMVFRLMEVWQALPLILF.... The pKi is 2.9. (3) The compound is Cc1c(C=CCCC(=O)N[C@H]2[C@@H](Sc3ccccc3)O[C@H](CO)[C@@H](O)[C@@H]2O)c(O)c2c(O)cccc2c1O. The target protein (P9WJN3) has sequence MSETPRLLFVHAHPDDESLSNGATIAHYTSRGAQVHVVTCTLGEEGEVIGDRWAQLTADHADQLGGYRIGELTAALRALGVSAPIYLGGAGRWRDSGMAGTDQRSQRRFVDADPRQTVGALVAIIRELRPHVVVTYDPNGGYGHPDHVHTHTVTTAAVAAAGVGSGTADHPGDPWTVPKFYWTVLGLSALISGARALVPDDLRPEWVLPRADEIAFGYSDDGIDAVVEADEQARAAKVAALAAHATQVVVGPTGRAAALSNNLALPILADEHYVLAGGSAGARDERGWETDLLAGLGFTASGT. The pKi is 4.0. (4) The drug is CC1C(=O)N(C)C(=O)c2c1nc(/C=C/c1cccc(Cl)c1)n2C. The target protein sequence is MSSKCDVVVVGGGISGMAAAKLLHDSGLNVIVLEARDRVGGRTYTVRNQNVKYVDLGGSYVGPTQNRILRLAKELGLETYKVNEVERLIHHVKAKSYPFRGPFPPAWNPIAYLDHNNLWRTMDDMGREIPSDAPWKAPLAEEWDYMTMKELLDKICWTESAKQLATLFVNLCVTAETHEVSALWFLWYVKQCGGTTRIISTTNGGQERKFLGGSGQVSERIMDLLGDRVKLERPVTHIDQTGEHVLVETLNHEVYEAKYVISAVPPILGMKIHFKPPLPMMRNQLITRVPLGSVIKCMVYYKEPFWRKKDYCGTMIIEGEEAPIAYTLDDTKPDGSYAAIMGFILSHKARKLARLTKEERLKKLCELYAKVLGSQEALQPVHYEEKNWCEEQYSGGCYTTYFPPGIMTQYGRVLRQPVGRIYFAGTETATHWSGYMEGAVEAGERAAREILHALGKIPEDEIWQSEPESVDVPAQPITTTFLERHLPSVPGLLRLIGLTT.... The pKi is 5.8. (5) The compound is CNC(=O)Oc1ccc2c(c1)C1(C)CCN(C)C1N2C. The target protein (P43681) has sequence MELGGPGAPRLLPPLLLLLGTGLLRASSHVETRAHAEERLLKKLFSGYNKWSRPVANISDVVLVRFGLSIAQLIDVDEKNQMMTTNVWVKQEWHDYKLRWDPADYENVTSIRIPSELIWRPDIVLYNNADGDFAVTHLTKAHLFHDGRVQWTPPAIYKSSCSIDVTFFPFDQQNCTMKFGSWTYDKAKIDLVNMHSRVDQLDFWESGEWVIVDAVGTYNTRKYECCAEIYPDITYAFVIRRLPLFYTINLIIPCLLISCLTVLVFYLPSECGEKITLCISVLLSLTVFLLLITEIIPSTSLVIPLIGEYLLFTMIFVTLSIVITVFVLNVHHRSPRTHTMPTWVRRVFLDIVPRLLLMKRPSVVKDNCRRLIESMHKMASAPRFWPEPEGEPPATSGTQSLHPPSPSFCVPLDVPAEPGPSCKSPSDQLPPQQPLEAEKASPHPSPGPCRPPHGTQAPGLAKARSLSVQHMSSPGEAVEGGVRCRSRSIQYCVPRDDAAP.... The pKi is 5.0.